The task is: Predict the reaction yield, written as a fraction of the theoretical maximum amount of product (1.0 means a 100% yield; for example, 0.34 means a 34% yield).. This data is from Reaction yield outcomes from USPTO patents with 853,638 reactions. (1) The reactants are [CH2:1]([O:8][C@:9]1([CH:33]=C)[C@@H:13]([CH2:14][O:15][CH2:16][C:17]2[CH:22]=[CH:21][CH:20]=[CH:19][CH:18]=2)[O:12][C@@H:11]([N:23]2[CH:31]=[C:29]([CH3:30])[C:27](=[O:28])[NH:26][C:24]2=[O:25])[C@H:10]1[OH:32])[C:2]1[CH:7]=[CH:6][CH:5]=[CH:4][CH:3]=1.I([O-])(=O)(=O)=[O:36].[Na+].[BH4-].[Na+]. The catalyst is C1COCC1.O.[Os](=O)(=O)(=O)=O.C(O)(C)(C)C. The product is [CH2:1]([O:8][C@:9]1([CH2:33][OH:36])[C@@H:13]([CH2:14][O:15][CH2:16][C:17]2[CH:22]=[CH:21][CH:20]=[CH:19][CH:18]=2)[O:12][C@@H:11]([N:23]2[CH:31]=[C:29]([CH3:30])[C:27](=[O:28])[NH:26][C:24]2=[O:25])[C@H:10]1[OH:32])[C:2]1[CH:3]=[CH:4][CH:5]=[CH:6][CH:7]=1. The yield is 0.360. (2) The reactants are [Cl:1][C:2]1[N:7]=[C:6](Cl)[N:5]=[C:4]([NH:9][C:10]2[CH:15]=[CH:14][CH:13]=[CH:12][CH:11]=2)[N:3]=1.[O:16]1[C:21]2[CH:22]=[CH:23][C:24]([NH2:26])=[CH:25][C:20]=2[O:19][CH2:18][CH2:17]1.C(N(CC)CC)C. The catalyst is O1CCCC1. The product is [Cl:1][C:2]1[N:7]=[C:6]([NH:26][C:24]2[CH:23]=[CH:22][C:21]3[O:16][CH2:17][CH2:18][O:19][C:20]=3[CH:25]=2)[N:5]=[C:4]([NH:9][C:10]2[CH:15]=[CH:14][CH:13]=[CH:12][CH:11]=2)[N:3]=1. The yield is 0.690.